This data is from Reaction yield outcomes from USPTO patents with 853,638 reactions. The task is: Predict the reaction yield, written as a fraction of the theoretical maximum amount of product (1.0 means a 100% yield; for example, 0.34 means a 34% yield). (1) The yield is 0.912. The catalyst is [Pd].C(OCC)(=O)C. The product is [F:30][C:29]([F:31])([F:32])[C:27]1[CH:28]=[C:23]([NH:22][C:20](=[O:21])[C:10]2[CH:11]=[C:12]([CH:18]=[CH:19][C:9]=2[OH:8])[C:13]([N:15]([CH3:17])[CH3:16])=[O:14])[CH:24]=[C:25]([C:33]([F:35])([F:34])[F:36])[CH:26]=1. The reactants are C([O:8][C:9]1[CH:19]=[CH:18][C:12]([C:13]([N:15]([CH3:17])[CH3:16])=[O:14])=[CH:11][C:10]=1[C:20]([NH:22][C:23]1[CH:28]=[C:27]([C:29]([F:32])([F:31])[F:30])[CH:26]=[C:25]([C:33]([F:36])([F:35])[F:34])[CH:24]=1)=[O:21])C1C=CC=CC=1.C(O)C. (2) The reactants are [CH2:1]([OH:13])[CH2:2][O:3][CH2:4][CH2:5][O:6][CH2:7][CH2:8][O:9][CH2:10][CH2:11][OH:12].[OH-].[Na+].[CH2:16](Cl)[C:17]1[CH:22]=[CH:21][CH:20]=[CH:19][CH:18]=1. The catalyst is [Na+].[Cl-]. The product is [CH2:16]([O:12][CH2:11][CH2:10][O:9][CH2:8][CH2:7][O:6][CH2:5][CH2:4][O:3][CH2:2][CH2:1][OH:13])[C:17]1[CH:22]=[CH:21][CH:20]=[CH:19][CH:18]=1. The yield is 0.710. (3) The reactants are [C:1]([C:3]1[C:4]([N:10]=[CH:11][N:12]([CH3:14])[CH3:13])=[N:5][C:6]([CH3:9])=[CH:7][CH:8]=1)#[N:2].[CH:15]([N-]C(C)C)(C)C.[Li+].CI.C(OCC)(=O)C. The catalyst is O1CCCC1.C1(C)C=CC=CC=1.CCCCCC.CCCCCCC. The product is [C:1]([C:3]1[C:4]([N:10]=[CH:11][N:12]([CH3:13])[CH3:14])=[N:5][C:6]([CH2:9][CH3:15])=[CH:7][CH:8]=1)#[N:2]. The yield is 0.860. (4) The reactants are [NH2:1][C:2]1[N:11]=[CH:10][C:9]2[C:8](SC)=[N:7][CH:6]=[N:5][C:4]=2[CH:3]=1.Cl.[NH2:15][C:16]1[CH:21]=[CH:20][C:19]([C:22]([F:25])([F:24])[F:23])=[CH:18][CH:17]=1.NC1C=CC(C(F)(F)F)=CC=1.C([O-])(O)=O.[Na+]. The catalyst is CO.C(Cl)(Cl)Cl. The product is [NH2:1][C:2]1[N:11]=[CH:10][C:9]2[C:8]([NH:15][C:16]3[CH:21]=[CH:20][C:19]([C:22]([F:23])([F:24])[F:25])=[CH:18][CH:17]=3)=[N:7][CH:6]=[N:5][C:4]=2[CH:3]=1. The yield is 0.630. (5) The reactants are N#N.[F:3][C:4]([F:21])([F:20])[C:5]([CH:7]1[CH2:12][CH2:11][CH2:10][N:9]([C:13]([O:15][C:16]([CH3:19])([CH3:18])[CH3:17])=[O:14])[CH2:8]1)=[O:6].C(=O)=O.CC(C)=O.[CH3:29][O:30][CH2:31][CH2:32][CH2:33][CH2:34][Mg]Cl.[NH4+].[Cl-]. The catalyst is C(OCC)C.C1COCC1. The product is [F:21][C:4]([F:3])([F:20])[C:5]([CH:7]1[CH2:12][CH2:11][CH2:10][N:9]([C:13]([O:15][C:16]([CH3:18])([CH3:17])[CH3:19])=[O:14])[CH2:8]1)([OH:6])[CH2:34][CH2:33][CH2:32][CH2:31][O:30][CH3:29]. The yield is 0.150. (6) The reactants are Cl.[CH2:2]([O:9][C:10]1[CH:15]=[CH:14][N:13]([C:16]2[CH:24]=[C:23]3[C:19]([C:20]4[CH2:29][CH2:28][NH:27][CH2:26][C:21]=4[N:22]3[CH3:25])=[CH:18][CH:17]=2)[C:12](=[O:30])[CH:11]=1)[C:3]1[CH:8]=[CH:7][CH:6]=[CH:5][CH:4]=1.[CH:31](=O)[CH3:32].[BH-](OC(C)=O)(OC(C)=O)OC(C)=O.[Na+]. The catalyst is ClCCl.C(O)(=O)C. The product is [CH2:2]([O:9][C:10]1[CH:15]=[CH:14][N:13]([C:16]2[CH:24]=[C:23]3[C:19]([C:20]4[CH2:29][CH2:28][N:27]([CH2:31][CH3:32])[CH2:26][C:21]=4[N:22]3[CH3:25])=[CH:18][CH:17]=2)[C:12](=[O:30])[CH:11]=1)[C:3]1[CH:4]=[CH:5][CH:6]=[CH:7][CH:8]=1. The yield is 0.720. (7) The reactants are [CH3:1][O:2][CH2:3][CH2:4][O:5][CH2:6][C:7]([C:10]1[CH:15]=[CH:14][C:13]([N+:16]([O-])=O)=[CH:12][CH:11]=1)([CH3:9])[CH3:8]. The catalyst is CO.[Ni]. The product is [CH3:1][O:2][CH2:3][CH2:4][O:5][CH2:6][C:7]([C:10]1[CH:15]=[CH:14][C:13]([NH2:16])=[CH:12][CH:11]=1)([CH3:9])[CH3:8]. The yield is 0.770.